This data is from Catalyst prediction with 721,799 reactions and 888 catalyst types from USPTO. The task is: Predict which catalyst facilitates the given reaction. (1) Reactant: [CH3:1][C:2]1[C:10]2[C:5](=[N:6][CH:7]=[C:8]([NH2:11])[CH:9]=2)[N:4]([CH2:12][O:13][CH2:14][CH2:15][Si:16]([CH3:19])([CH3:18])[CH3:17])[N:3]=1.BrC1C=C2C(C)=NN(COCC[Si](C)(C)C)C2=NC=1.[C:39]1([C:45]([C:47]2[CH:52]=[CH:51][CH:50]=[CH:49][CH:48]=2)=N)[CH:44]=[CH:43][CH:42]=[CH:41][CH:40]=1.C1C=CC(P(C2C=CC3C(=CC=CC=3)C=2C2C3C(=CC=CC=3)C=CC=2P(C2C=CC=CC=2)C2C=CC=CC=2)C2C=CC=CC=2)=CC=1.CC(C)([O-])C.[Na+]. Product: [C:39]1([C:45]([C:47]2[CH:48]=[CH:49][CH:50]=[CH:51][CH:52]=2)=[N:11][C:8]2[CH:9]=[C:10]3[C:2]([CH3:1])=[N:3][N:4]([CH2:12][O:13][CH2:14][CH2:15][Si:16]([CH3:18])([CH3:17])[CH3:19])[C:5]3=[N:6][CH:7]=2)[CH:44]=[CH:43][CH:42]=[CH:41][CH:40]=1. The catalyst class is: 11. (2) Reactant: [C:1]([OH:10])(=[O:9])[C@@H:2]([C@H:4]([C:6]([OH:8])=[O:7])[OH:5])[OH:3].C(=O)(O)O.[NH2:15][NH:16][C:17]([NH2:19])=[NH:18].C(=O)=O. Product: [C:6]([C@@H:4]([C@H:2]([C:1]([O-:10])=[O:9])[OH:3])[OH:5])([O-:8])=[O:7].[NH2:15][NH:16][C:17]([NH2:19])=[NH2+:18].[NH2:15][NH:16][C:17]([NH2:19])=[NH2+:18]. The catalyst class is: 6. (3) Reactant: [C:1]1([C:7]2[CH:11]=[C:10]([CH:12]3[CH2:17][CH2:16][N:15](C(OC(C)(C)C)=O)[CH2:14][CH2:13]3)[O:9][N:8]=2)[CH:6]=[CH:5][CH:4]=[CH:3][CH:2]=1.FC(F)(F)C(O)=O. Product: [C:1]1([C:7]2[CH:11]=[C:10]([CH:12]3[CH2:17][CH2:16][NH:15][CH2:14][CH2:13]3)[O:9][N:8]=2)[CH:2]=[CH:3][CH:4]=[CH:5][CH:6]=1. The catalyst class is: 4. (4) Reactant: [CH2:1]([N:8]([C@H:22]([C:24]1[CH:29]=[CH:28][CH:27]=[CH:26][CH:25]=1)[CH3:23])[C@@H:9]([CH2:18][CH2:19][CH2:20][CH3:21])[CH2:10][C:11]([O:13]C(C)(C)C)=[O:12])[C:2]1[CH:7]=[CH:6][CH:5]=[CH:4][CH:3]=1.C(O)(C(F)(F)F)=O. Product: [CH2:1]([N:8]([C@H:22]([C:24]1[CH:25]=[CH:26][CH:27]=[CH:28][CH:29]=1)[CH3:23])[C@@H:9]([CH2:18][CH2:19][CH2:20][CH3:21])[CH2:10][C:11]([OH:13])=[O:12])[C:2]1[CH:3]=[CH:4][CH:5]=[CH:6][CH:7]=1. The catalyst class is: 2. (5) Reactant: [CH3:1][S:2][C:3]1[N:8]=[C:7]([CH2:9][S:10]([CH3:13])(=[O:12])=[O:11])[CH:6]=[C:5](N2CCOCC2)[N:4]=1.[Na+].[C:21]1(S([O-])=O)[CH:26]=[CH:25]C=[CH:23][CH:22]=1.CN(C=[O:34])C. Product: [C:13]1([S:10]([CH2:9][C:7]2[N:8]=[C:3]([S:2][CH3:1])[N:4]=[C:5]([OH:34])[CH:6]=2)(=[O:11])=[O:12])[CH:25]=[CH:26][CH:21]=[CH:22][CH:23]=1. The catalyst class is: 10.